Task: Predict the reaction yield, written as a fraction of the theoretical maximum amount of product (1.0 means a 100% yield; for example, 0.34 means a 34% yield).. Dataset: Reaction yield outcomes from USPTO patents with 853,638 reactions (1) The reactants are [CH3:1][C:2]1([CH3:23])[CH2:7][CH2:6][N:5]([C:8]2[CH:13]=[N:12][C:11]([C:14]#[C:15][C:16]3[CH:21]=[CH:20][CH:19]=[CH:18][CH:17]=3)=[CH:10][N:9]=2)[C:4](=[O:22])[NH:3]1.[H-].[Na+].I[CH3:27]. The catalyst is CN(C=O)C. The product is [CH3:27][N:3]1[C:2]([CH3:23])([CH3:1])[CH2:7][CH2:6][N:5]([C:8]2[CH:13]=[N:12][C:11]([C:14]#[C:15][C:16]3[CH:21]=[CH:20][CH:19]=[CH:18][CH:17]=3)=[CH:10][N:9]=2)[C:4]1=[O:22]. The yield is 0.810. (2) The reactants are [CH2:1](O)[CH:2]=[CH2:3].S(=O)(=O)(O)O.[OH:10][C:11]1[CH:16]=[CH:15][C:14]([C:17]2[CH:22]=[CH:21][C:20]([C:23]([OH:25])=[O:24])=[CH:19][CH:18]=2)=[CH:13][CH:12]=1.O. The catalyst is C1C=CC=CC=1. The product is [OH:10][C:11]1[CH:12]=[CH:13][C:14]([C:17]2[CH:22]=[CH:21][C:20]([C:23]([O:25][CH2:3][CH:2]=[CH2:1])=[O:24])=[CH:19][CH:18]=2)=[CH:15][CH:16]=1. The yield is 0.600. (3) The reactants are Cl[C:2]1[CH:7]=[N:6][CH:5]=[C:4]([Cl:8])[N:3]=1.[N:9]1[CH:14]=[CH:13][CH:12]=[C:11]([CH2:15][NH2:16])[CH:10]=1. The catalyst is C1(C)C(C)=CC=CC=1. The product is [Cl:8][C:4]1[N:3]=[C:2]([NH:16][CH2:15][C:11]2[CH:10]=[N:9][CH:14]=[CH:13][CH:12]=2)[CH:7]=[N:6][CH:5]=1. The yield is 0.930. (4) The reactants are Br[C:2]1[CH:3]=[C:4]([CH:18]=[C:19]([O:21]CC2C=CC(OC)=CC=2)[CH:20]=1)[C:5]([C:7]1[CH:8]=[CH:9][C:10]([CH2:13][O:14]C(=O)C)=[N:11][CH:12]=1)=[O:6].[CH3:31][C:32]1[N:37]=[CH:36][C:35]([CH:38]=O)=[CH:34][CH:33]=1.[CH:40]1C=C(Cl)C=C(C(OO)=O)C=1. The catalyst is C(Cl)Cl. The product is [OH:21][C:19]1[CH:18]=[C:4]([C:5]([C:7]2[CH:12]=[N:11][C:10]([CH2:13][OH:14])=[CH:9][CH:8]=2)=[O:6])[CH:3]=[C:2]([C:34]2[CH:33]=[CH:32][CH:31]=[C:36]3[C:35]=2[CH:38]=[CH:40][NH:37]3)[CH:20]=1. The yield is 0.310. (5) The reactants are [Br:1][C:2]1[CH:3]=[C:4](B(O)O)[C:5]([O:8][CH3:9])=[N:6][CH:7]=1.Br[C:14]1[S:22][C:17]2=[CH:18][N:19]=[CH:20][CH:21]=[C:16]2[CH:15]=1.[O-]P([O-])([O-])=O.[K+].[K+].[K+]. The catalyst is O1CCOCC1.C1C=CC(P(C2C=CC=CC=2)[C-]2C=CC=C2)=CC=1.C1C=CC(P(C2C=CC=CC=2)[C-]2C=CC=C2)=CC=1.Cl[Pd]Cl.[Fe+2]. The product is [Br:1][C:2]1[CH:3]=[C:4]([C:14]2[S:22][C:17]3=[CH:18][N:19]=[CH:20][CH:21]=[C:16]3[CH:15]=2)[C:5]([O:8][CH3:9])=[N:6][CH:7]=1. The yield is 0.374. (6) The reactants are CC1C=CC(C)=CC=1SCCCCCC(O)=O.[CH3:18][O:19][C:20]1[CH:25]=[CH:24][C:23]([SH:26])=[CH:22][CH:21]=1.Br[CH2:28][CH2:29][CH2:30][CH2:31][CH2:32][CH2:33][CH2:34][C:35]([O:37]CC)=[O:36].[OH-].[K+]. The catalyst is O.C(O)C. The product is [CH3:18][O:19][C:20]1[CH:25]=[CH:24][C:23]([S:26][CH2:28][CH2:29][CH2:30][CH2:31][CH2:32][CH2:33][CH2:34][C:35]([OH:37])=[O:36])=[CH:22][CH:21]=1. The yield is 0.950. (7) The yield is 0.340. The catalyst is O1CCCC1. The reactants are [CH3:1][C:2]([CH3:11])([CH2:7][C:8](O)=[O:9])[CH2:3][C:4](O)=[O:5].B.C1COCC1.Cl. The product is [CH3:1][C:2]([CH3:11])([CH2:7][CH2:8][OH:9])[CH2:3][CH2:4][OH:5]. (8) The reactants are [CH3:1][C:2]1([OH:12])[CH2:11][CH2:10][C:5]2([O:9][CH2:8][CH2:7][O:6]2)[CH2:4][CH2:3]1.[H-].[Na+].[CH3:15][C:16]1([O:19][CH2:18]1)[CH3:17]. The catalyst is CN(C)C=O.O. The product is [CH3:15][C:16]([OH:19])([CH3:18])[CH2:17][O:12][C:2]1([CH3:1])[CH2:11][CH2:10][C:5]2([O:6][CH2:7][CH2:8][O:9]2)[CH2:4][CH2:3]1. The yield is 0.320.